Dataset: Catalyst prediction with 721,799 reactions and 888 catalyst types from USPTO. Task: Predict which catalyst facilitates the given reaction. (1) Reactant: I[C:2]1[N:7]=[CH:6][C:5]([C:8]([NH:11][C:12](=[O:14])[CH3:13])([CH3:10])[CH3:9])=[CH:4][CH:3]=1.[Br:15][C:16]1[CH:21]=[CH:20][C:19](B(O)O)=[CH:18][CH:17]=1.C([O-])([O-])=O.[Na+].[Na+]. Product: [Br:15][C:16]1[CH:21]=[CH:20][C:19]([C:2]2[N:7]=[CH:6][C:5]([C:8]([NH:11][C:12](=[O:14])[CH3:13])([CH3:10])[CH3:9])=[CH:4][CH:3]=2)=[CH:18][CH:17]=1. The catalyst class is: 77. (2) Reactant: [N+:1]([C:4]1[CH:5]=[CH:6][CH:7]=[C:8]2[C:13]=1[N:12]=[C:11]([C:14]1[CH:19]=[CH:18][CH:17]=[CH:16][CH:15]=1)[CH:10]=[CH:9]2)([O-:3])=[O:2]. Product: [N+:1]([C:4]1[CH:5]=[CH:6][CH:7]=[C:8]2[C:13]=1[N:12]=[C:11]([C:14]1[CH:15]=[CH:16][CH:17]=[CH:18][CH:19]=1)[CH:10]=[CH:9]2)([O-:3])=[O:2].[C:14]1([C:11]2[CH:10]=[CH:9][C:8]3[C:13](=[C:4]([NH2:1])[CH:5]=[CH:6][CH:7]=3)[N:12]=2)[CH:15]=[CH:16][CH:17]=[CH:18][CH:19]=1. The catalyst class is: 19. (3) Reactant: [F:1][C:2]([F:45])([F:44])[C:3]1[CH:4]=[C:5]([C:13]([CH3:43])([CH3:42])[C:14]([N:16]([C:18]2[CH:19]=[N:20][C:21]([N:32]3[CH2:37][CH2:36][N:35]4[CH2:38][CH2:39][NH:40][CH2:41][CH:34]4[CH2:33]3)=[CH:22][C:23]=2[C:24]2[CH:29]=[CH:28][C:27]([F:30])=[CH:26][C:25]=2[CH3:31])[CH3:17])=[O:15])[CH:6]=[C:7]([C:9]([F:12])([F:11])[F:10])[CH:8]=1.C(N(CC)CC)C.[CH3:53][S:54](Cl)(=[O:56])=[O:55]. Product: [F:12][C:9]([F:11])([F:10])[C:7]1[CH:6]=[C:5]([C:13]([CH3:43])([CH3:42])[C:14]([N:16]([C:18]2[CH:19]=[N:20][C:21]([N:32]3[CH2:37][CH2:36][N:35]4[CH2:38][CH2:39][N:40]([S:54]([CH3:53])(=[O:56])=[O:55])[CH2:41][CH:34]4[CH2:33]3)=[CH:22][C:23]=2[C:24]2[CH:29]=[CH:28][C:27]([F:30])=[CH:26][C:25]=2[CH3:31])[CH3:17])=[O:15])[CH:4]=[C:3]([C:2]([F:44])([F:1])[F:45])[CH:8]=1. The catalyst class is: 4. (4) Reactant: [CH3:1][O:2][CH2:3][CH2:4][N:5]([CH2:20][CH2:21][O:22][CH3:23])[S:6]([C:9]1[C:14]([Cl:15])=[CH:13][CH:12]=[C:11]([N+:16]([O-])=O)[C:10]=1[OH:19])(=[O:8])=[O:7].[H][H]. Product: [CH3:23][O:22][CH2:21][CH2:20][N:5]([CH2:4][CH2:3][O:2][CH3:1])[S:6]([C:9]1[C:14]([Cl:15])=[CH:13][CH:12]=[C:11]([NH2:16])[C:10]=1[OH:19])(=[O:7])=[O:8]. The catalyst class is: 45. (5) Reactant: C1CCC(N=C=NC2CCCCC2)CC1.[O:16]1[CH2:21][CH2:20][CH2:19][CH:18]([C:22]([OH:24])=[O:23])[CH2:17]1.O[N:26]1[C:30](=[O:31])[CH2:29][CH2:28][C:27]1=[O:32]. Product: [O:16]1[CH2:21][CH2:20][CH2:19][CH:18]([C:22]([O:24][N:26]2[C:30](=[O:31])[CH2:29][CH2:28][C:27]2=[O:32])=[O:23])[CH2:17]1. The catalyst class is: 1. (6) Reactant: [CH2:1]([O:3][C:4]([CH:6]1[C:14]2[C:9](=[CH:10][C:11]([NH:15][C:16]3[C:21]([N+:22]([O-])=O)=[CH:20][CH:19]=[CH:18][N:17]=3)=[CH:12][CH:13]=2)[C:8](=[O:25])[CH2:7]1)=[O:5])[CH3:2]. Product: [CH2:1]([O:3][C:4]([CH:6]1[C:14]2[C:9](=[CH:10][C:11]([NH:15][C:16]3[C:21]([NH2:22])=[CH:20][CH:19]=[CH:18][N:17]=3)=[CH:12][CH:13]=2)[C:8](=[O:25])[CH2:7]1)=[O:5])[CH3:2]. The catalyst class is: 29.